From a dataset of Full USPTO retrosynthesis dataset with 1.9M reactions from patents (1976-2016). Predict the reactants needed to synthesize the given product. (1) Given the product [Cl:1][C:2]1[CH:3]=[N:4][CH:5]=[CH:6][C:7]=1[C:8]1[CH:13]=[C:12]([NH2:14])[CH:11]=[CH:10][C:9]=1[CH3:17], predict the reactants needed to synthesize it. The reactants are: [Cl:1][C:2]1[CH:3]=[N:4][CH:5]=[CH:6][C:7]=1[C:8]1[CH:13]=[C:12]([N+:14]([O-])=O)[CH:11]=[CH:10][C:9]=1[CH3:17].C(=O)([O-])[O-].[Na+].[Na+]. (2) The reactants are: [CH:1]1([C:6]#[N:7])[CH2:5][CH2:4][CH2:3][CH2:2]1.[Cl:8][C:9]1[CH:14]=[C:13](F)[CH:12]=[CH:11][N:10]=1.C[Si]([N-][Si](C)(C)C)(C)C.[Na+].C1COCC1. Given the product [Cl:8][C:9]1[CH:14]=[C:13]([C:1]2([C:6]#[N:7])[CH2:5][CH2:4][CH2:3][CH2:2]2)[CH:12]=[CH:11][N:10]=1, predict the reactants needed to synthesize it. (3) Given the product [C:12]([O:11][C:9](=[O:10])[N:23]([CH2:22][CH2:21][O:20][C:19]1[CH:33]=[CH:34][CH:35]=[C:17]([Br:16])[CH:18]=1)[CH2:24][CH2:25][NH:26][C:27](=[O:32])[C:28]([F:30])([F:31])[F:29])([CH3:13])([CH3:14])[CH3:15], predict the reactants needed to synthesize it. The reactants are: [C:9](O[C:9]([O:11][C:12]([CH3:15])([CH3:14])[CH3:13])=[O:10])(=[O:10])[O:11][C:12]([CH3:15])([CH3:14])[CH3:13].[Br:16][C:17]1[CH:18]=[C:19]([CH:33]=[CH:34][CH:35]=1)[O:20][CH2:21][CH2:22][NH:23][CH2:24][CH2:25][NH:26][C:27](=[O:32])[C:28]([F:31])([F:30])[F:29].CCN(C(C)C)C(C)C. (4) Given the product [NH:8]1[C:9]2[C:5](=[CH:4][CH:3]=[C:2]([C:19]3[CH:20]=[C:21]4[C:26](=[CH:27][CH:28]=3)[CH:25]=[C:24]([NH:29][C:30]([C:32]3[CH:36]=[CH:35][S:34][CH:33]=3)=[O:31])[CH:23]=[CH:22]4)[CH:10]=2)[CH:6]=[CH:7]1, predict the reactants needed to synthesize it. The reactants are: Br[C:2]1[CH:10]=[C:9]2[C:5]([CH:6]=[CH:7][NH:8]2)=[CH:4][CH:3]=1.CC1(C)C(C)(C)OB([C:19]2[CH:20]=[C:21]3[C:26](=[CH:27][CH:28]=2)[CH:25]=[C:24]([NH:29][C:30]([C:32]2[CH:36]=[CH:35][S:34][CH:33]=2)=[O:31])[CH:23]=[CH:22]3)O1.C([O-])([O-])=O.[K+].[K+].O1CCOCC1.